From a dataset of Full USPTO retrosynthesis dataset with 1.9M reactions from patents (1976-2016). Predict the reactants needed to synthesize the given product. (1) Given the product [CH2:1]([NH:8][CH2:9][CH2:10][C:11]1[N:12]=[C:13]([S:16][C:17]([CH3:21])([CH3:22])[C:18]([OH:20])=[O:19])[S:14][CH:15]=1)[CH2:2][CH2:3][CH2:4][CH2:5][CH2:6][CH3:7], predict the reactants needed to synthesize it. The reactants are: [CH2:1]([NH:8][C:9](=O)[CH2:10][C:11]1[N:12]=[C:13]([S:16][C:17]([CH3:22])([CH3:21])[C:18]([OH:20])=[O:19])[S:14][CH:15]=1)[CH2:2][CH2:3][CH2:4][CH2:5][CH2:6][CH3:7]. (2) Given the product [CH3:1][O:2][C:3]([CH:5]1[CH2:9][CH:8]2[O:18][CH:7]2[CH2:6]1)=[O:4], predict the reactants needed to synthesize it. The reactants are: [CH3:1][O:2][C:3]([CH:5]1[CH2:9][CH:8]=[CH:7][CH2:6]1)=[O:4].ClC1C=CC=C(C(OO)=[O:18])C=1. (3) Given the product [C:44]([CH2:43][C:39]1([N:37]2[CH:38]=[C:34]([C:33]3[C:28]4[CH:27]=[CH:26][NH:25][C:29]=4[N:30]=[CH:31][N:32]=3)[CH:35]=[N:36]2)[CH2:42][N:41]([C:2]2[C:10]([F:11])=[CH:9][C:5]([C:6]([NH:16][CH:14]([CH3:15])[CH3:13])=[O:8])=[C:4]([F:12])[CH:3]=2)[CH2:40]1)#[N:45], predict the reactants needed to synthesize it. The reactants are: Cl[C:2]1[C:10]([F:11])=[CH:9][C:5]([C:6]([OH:8])=O)=[C:4]([F:12])[CH:3]=1.[CH3:13][CH:14]([NH2:16])[CH3:15].Cl.Cl.C[Si](C)(C)CCOC[N:25]1[C:29]2[N:30]=[CH:31][N:32]=[C:33]([C:34]3[CH:35]=[N:36][N:37]([C:39]4([CH2:43][C:44]#[N:45])[CH2:42][NH:41][CH2:40]4)[CH:38]=3)[C:28]=2[CH:27]=[CH:26]1. (4) Given the product [CH3:1][O:2][C:3]([C:5]1[N:13]=[C:12]2[C:8]([N:9]=[CH:10][N:11]2[C@@H:14]2[CH2:18][C@H:17]([N:36]([C:37]([O:39][C:40]([CH3:43])([CH3:42])[CH3:41])=[O:38])[C:44]([O:46][C:47]([CH3:48])([CH3:49])[CH3:50])=[O:45])[CH:16]=[CH:15]2)=[C:7]([NH:25][C@H:26]([CH2:34][OH:35])[CH2:27][C:28]2[CH:33]=[CH:32][CH:31]=[CH:30][CH:29]=2)[N:6]=1)=[O:4], predict the reactants needed to synthesize it. The reactants are: [CH3:1][O:2][C:3]([C:5]1[N:13]=[C:12]2[C:8]([N:9]=[CH:10][N:11]2[C@@H:14]2[CH2:18][C@H:17](OC(OCC)=O)[CH:16]=[CH:15]2)=[C:7]([NH:25][C@H:26]([CH2:34][OH:35])[CH2:27][C:28]2[CH:33]=[CH:32][CH:31]=[CH:30][CH:29]=2)[N:6]=1)=[O:4].[NH:36]([C:44]([O:46][C:47]([CH3:50])([CH3:49])[CH3:48])=[O:45])[C:37]([O:39][C:40]([CH3:43])([CH3:42])[CH3:41])=[O:38].C1(P(C2C=CC=CC=2)C2C=CC=CC=2)C=CC=CC=1. (5) Given the product [C:1]([O:6][CH2:7][CH2:8][CH2:9][CH3:10])(=[O:5])[CH2:2][CH2:3][CH3:4], predict the reactants needed to synthesize it. The reactants are: [C:1]([OH:6])(=[O:5])[CH2:2][CH2:3][CH3:4].[CH2:7](O)[CH2:8][CH2:9][CH3:10].C1(C)C=CC=CC=1. (6) Given the product [C:23]([CH:27]1[CH2:32][CH:31]([CH2:33][CH2:34][N:20]2[C:15]3=[CH:16][N:17]=[C:18]([NH2:19])[C:13]([O:12][C@@H:10]([C:3]4[C:4]([Cl:9])=[CH:5][CH:6]=[C:7]([F:8])[C:2]=4[Cl:1])[CH3:11])=[C:14]3[CH:22]=[CH:21]2)[CH2:30][CH2:29][N:28]1[C:40]([NH2:42])=[O:41])([CH3:24])([CH3:25])[CH3:26], predict the reactants needed to synthesize it. The reactants are: [Cl:1][C:2]1[C:7]([F:8])=[CH:6][CH:5]=[C:4]([Cl:9])[C:3]=1[C@H:10]([O:12][C:13]1[C:18]([NH2:19])=[N:17][CH:16]=[C:15]2[NH:20][CH:21]=[CH:22][C:14]=12)[CH3:11].[C:23]([CH:27]1[CH2:32][CH:31]([CH2:33][CH2:34]OS(C)(=O)=O)[CH2:30][CH2:29][N:28]1[C:40]([NH2:42])=[O:41])([CH3:26])([CH3:25])[CH3:24].C([O-])([O-])=O.[Cs+].[Cs+].C(OCC)(=O)C.